Dataset: Peptide-MHC class II binding affinity with 134,281 pairs from IEDB. Task: Regression. Given a peptide amino acid sequence and an MHC pseudo amino acid sequence, predict their binding affinity value. This is MHC class II binding data. (1) The peptide sequence is IGSFFYFPSIGMQRT. The MHC is DRB1_1201 with pseudo-sequence DRB1_1201. The binding affinity (normalized) is 0.425. (2) The MHC is DRB3_0101 with pseudo-sequence DRB3_0101. The binding affinity (normalized) is 0.405. The peptide sequence is DVNASFRAAMATTAN. (3) The peptide sequence is IASLFAAAGLAAAAP. The MHC is DRB1_1302 with pseudo-sequence DRB1_1302. The binding affinity (normalized) is 0.253. (4) The peptide sequence is AFKVAATAANAAPTN. The MHC is DRB1_0401 with pseudo-sequence DRB1_0401. The binding affinity (normalized) is 0.828. (5) The peptide sequence is EKKYNAATQFEPLAA. The MHC is DRB1_0101 with pseudo-sequence DRB1_0101. The binding affinity (normalized) is 0.544. (6) The peptide sequence is ISFCNANPGLMKDVA. The MHC is HLA-DQA10102-DQB10602 with pseudo-sequence HLA-DQA10102-DQB10602. The binding affinity (normalized) is 0.426.